This data is from Peptide-MHC class I binding affinity with 185,985 pairs from IEDB/IMGT. The task is: Regression. Given a peptide amino acid sequence and an MHC pseudo amino acid sequence, predict their binding affinity value. This is MHC class I binding data. (1) The peptide sequence is RGRAATMAL. The MHC is HLA-B40:01 with pseudo-sequence HLA-B40:01. The binding affinity (normalized) is 0.200. (2) The peptide sequence is KMVAWWAGIEH. The MHC is HLA-B27:05 with pseudo-sequence HLA-B27:05. The binding affinity (normalized) is 0.0443. (3) The binding affinity (normalized) is 0.791. The peptide sequence is TDATSILGI. The MHC is Patr-B2401 with pseudo-sequence Patr-B2401. (4) The peptide sequence is FHSRFVQAL. The MHC is HLA-A31:01 with pseudo-sequence HLA-A31:01. The binding affinity (normalized) is 0.0847. (5) The peptide sequence is QPSSQVSF. The MHC is HLA-B07:02 with pseudo-sequence HLA-B07:02. The binding affinity (normalized) is 0.0599. (6) The peptide sequence is HYLCLNCLT. The MHC is HLA-A24:02 with pseudo-sequence HLA-A24:02. The binding affinity (normalized) is 0.